This data is from Catalyst prediction with 721,799 reactions and 888 catalyst types from USPTO. The task is: Predict which catalyst facilitates the given reaction. (1) Reactant: Cl.[CH:2]1([C:5]([NH2:7])=[NH:6])[CH2:4][CH2:3]1.[C:8]([CH2:10][C:11](OCC)=[O:12])#[N:9].CO.C[O-].[Na+]. Product: [NH2:9][C:8]1[N:7]=[C:5]([CH:2]2[CH2:4][CH2:3]2)[N:6]=[C:11]([OH:12])[CH:10]=1. The catalyst class is: 5. (2) Reactant: [CH2:1]([O:8][C:9]1[CH:14]=[C:13]([O:15][C:16]2[CH:21]=[CH:20][C:19](SC)=[CH:18][CH:17]=2)[CH:12]=[CH:11][C:10]=1[N+:24]([O-:26])=[O:25])[C:2]1[CH:7]=[CH:6][CH:5]=[CH:4][CH:3]=1.O[O:28][S:29]([O-:31])=O.[K+].O1CCC[CH2:34]1. Product: [CH2:1]([O:8][C:9]1[CH:14]=[C:13]([O:15][C:16]2[CH:17]=[CH:18][C:19]([S:29]([CH3:34])(=[O:31])=[O:28])=[CH:20][CH:21]=2)[CH:12]=[CH:11][C:10]=1[N+:24]([O-:26])=[O:25])[C:2]1[CH:3]=[CH:4][CH:5]=[CH:6][CH:7]=1. The catalyst class is: 24. (3) Reactant: [C:1]1([CH:7]2[CH2:10][NH:9][CH2:8]2)[CH:6]=[CH:5][CH:4]=[CH:3][CH:2]=1.[C:11]1([CH2:17][CH2:18][CH2:19][C:20](Cl)=[O:21])[CH:16]=[CH:15][CH:14]=[CH:13][CH:12]=1.C(N(CC)CC)C. Product: [C:11]1([CH2:17][CH2:18][CH2:19][C:20]([N:9]2[CH2:10][CH:7]([C:1]3[CH:6]=[CH:5][CH:4]=[CH:3][CH:2]=3)[CH2:8]2)=[O:21])[CH:16]=[CH:15][CH:14]=[CH:13][CH:12]=1. The catalyst class is: 4. (4) Reactant: [I:1][C:2]1[CH:3]=[N:4][N:5]([CH2:8][C:9]2([O:16][CH2:17][CH2:18][CH:19]=O)[CH2:15][CH2:14][CH2:13][CH2:12][CH2:11][CH2:10]2)[C:6]=1[CH3:7].[NH:21]1[CH2:26][CH2:25][O:24][CH2:23][CH2:22]1.C(O[BH-](OC(=O)C)OC(=O)C)(=O)C.[Na+].[OH-].[Na+]. Product: [I:1][C:2]1[CH:3]=[N:4][N:5]([CH2:8][C:9]2([O:16][CH2:17][CH2:18][CH2:19][N:21]3[CH2:26][CH2:25][O:24][CH2:23][CH2:22]3)[CH2:10][CH2:11][CH2:12][CH2:13][CH2:14][CH2:15]2)[C:6]=1[CH3:7]. The catalyst class is: 4. (5) Reactant: Cl[C:2]1[N:7]=[N:6][C:5]([CH2:8][N:9]2[CH:13]=[CH:12][N:11]=[C:10]2[C:14]2[CH:19]=[CH:18][CH:17]=[C:16]([F:20])[N:15]=2)=[C:4]([CH2:21][CH2:22][CH3:23])[CH:3]=1.C([Sn](CCCC)(CCCC)[C:29]1[S:30][CH:31]=[CH:32][N:33]=1)CCC. Product: [F:20][C:16]1[N:15]=[C:14]([C:10]2[N:9]([CH2:8][C:5]3[N:6]=[N:7][C:2]([C:29]4[S:30][CH:31]=[CH:32][N:33]=4)=[CH:3][C:4]=3[CH2:21][CH2:22][CH3:23])[CH:13]=[CH:12][N:11]=2)[CH:19]=[CH:18][CH:17]=1. The catalyst class is: 109.